From a dataset of Catalyst prediction with 721,799 reactions and 888 catalyst types from USPTO. Predict which catalyst facilitates the given reaction. (1) The catalyst class is: 6. Reactant: [OH-].[Na+].CO.[Br:5][C:6]1[N:18]=[C:9]2[CH2:10][CH:11]([C:14]([O:16]C)=[O:15])[CH2:12][CH2:13][N:8]2[N:7]=1. Product: [Br:5][C:6]1[N:18]=[C:9]2[CH2:10][CH:11]([C:14]([OH:16])=[O:15])[CH2:12][CH2:13][N:8]2[N:7]=1. (2) Reactant: [CH3:1][O:2][C:3]1[CH:8]=[CH:7][CH:6]=[CH:5][C:4]=1[CH:9]([C:15]1[C:24]2[C:19](=[CH:20][CH:21]=[CH:22][CH:23]=2)[CH:18]=[CH:17][CH:16]=1)[CH:10]([C:13]#[N:14])[C:11]#[N:12].[CH3:25]I. Product: [CH3:1][O:2][C:3]1[CH:8]=[CH:7][CH:6]=[CH:5][C:4]=1[CH:9]([C:15]1[C:24]2[C:19](=[CH:20][CH:21]=[CH:22][CH:23]=2)[CH:18]=[CH:17][CH:16]=1)[C:10]([CH3:25])([C:13]#[N:14])[C:11]#[N:12]. The catalyst class is: 7. (3) Reactant: [CH3:1][N:2]([CH2:13][C:14]1[N:18]([CH2:19][CH:20]2[CH2:23][N:22](C(OC(C)(C)C)=O)[CH2:21]2)[C:17]2[CH:31]=[CH:32][CH:33]=[CH:34][C:16]=2[N:15]=1)[CH:3]1[C:12]2[N:11]=[CH:10][CH:9]=[CH:8][C:7]=2[CH2:6][CH2:5][CH2:4]1. Product: [NH:22]1[CH2:21][CH:20]([CH2:19][N:18]2[C:17]3[CH:31]=[CH:32][CH:33]=[CH:34][C:16]=3[N:15]=[C:14]2[CH2:13][N:2]([CH3:1])[CH:3]2[C:12]3[N:11]=[CH:10][CH:9]=[CH:8][C:7]=3[CH2:6][CH2:5][CH2:4]2)[CH2:23]1. The catalyst class is: 631.